From a dataset of Catalyst prediction with 721,799 reactions and 888 catalyst types from USPTO. Predict which catalyst facilitates the given reaction. Reactant: C(OC([N:8]1[CH2:13][CH2:12][CH:11]([S:14][C:15]2[CH:20]=[CH:19][CH:18]=[CH:17][C:16]=2[Cl:21])[CH2:10][CH2:9]1)=O)(C)(C)C.Cl. Product: [ClH:21].[Cl:21][C:16]1[CH:17]=[CH:18][CH:19]=[CH:20][C:15]=1[S:14][CH:11]1[CH2:12][CH2:13][NH:8][CH2:9][CH2:10]1. The catalyst class is: 12.